This data is from Reaction yield outcomes from USPTO patents with 853,638 reactions. The task is: Predict the reaction yield, written as a fraction of the theoretical maximum amount of product (1.0 means a 100% yield; for example, 0.34 means a 34% yield). (1) The reactants are [NH2:1][C:2]1[CH:47]=[C:46]([N:48]2[CH2:53][CH2:52][N:51]([CH3:54])[CH2:50][CH2:49]2)[CH:45]=[CH:44][C:3]=1[C:4]([NH:6][C:7]1[C:15]2[C:10](=[CH:11][CH:12]=[C:13]([CH2:16][C:17]3[CH:22]=[C:21]([F:23])[CH:20]=[C:19]([F:24])[CH:18]=3)[CH:14]=2)[N:9](C(C2C=CC=CC=2)(C2C=CC=CC=2)C2C=CC=CC=2)[N:8]=1)=[O:5].[CH3:55][S:56]([Cl:59])(=[O:58])=[O:57].Cl. The catalyst is ClCCl.N1C=CC=CC=1.O1CCOCC1. The product is [ClH:59].[F:23][C:21]1[CH:22]=[C:17]([CH:18]=[C:19]([F:24])[CH:20]=1)[CH2:16][C:13]1[CH:14]=[C:15]2[C:10](=[CH:11][CH:12]=1)[NH:9][N:8]=[C:7]2[NH:6][C:4](=[O:5])[C:3]1[CH:44]=[CH:45][C:46]([N:48]2[CH2:53][CH2:52][N:51]([CH3:54])[CH2:50][CH2:49]2)=[CH:47][C:2]=1[NH:1][S:56]([CH3:55])(=[O:58])=[O:57]. The yield is 0.630. (2) The reactants are C1C=C[NH+]=CC=1.[O-][Cr](Cl)(=O)=O.[CH2:12]([O:23][C:24]1[CH:25]=[C:26]([CH:29]=[CH:30][CH:31]=1)[CH2:27][OH:28])[CH2:13][CH2:14]/[CH:15]=[CH:16]\[CH2:17][CH2:18][CH2:19][CH2:20][CH2:21][CH3:22]. The catalyst is C(Cl)Cl. The product is [CH2:12]([O:23][C:24]1[CH:25]=[C:26]([CH:29]=[CH:30][CH:31]=1)[CH:27]=[O:28])[CH2:13][CH2:14]/[CH:15]=[CH:16]\[CH2:17][CH2:18][CH2:19][CH2:20][CH2:21][CH3:22]. The yield is 0.990. (3) The reactants are [CH3:1][O:2][C:3]([C:5]1[C:9]([N+:10]([O-])=O)=[CH:8][NH:7][N:6]=1)=[O:4]. The yield is 0.979. The catalyst is [Pd].C(O)C. The product is [CH3:1][O:2][C:3]([C:5]1[C:9]([NH2:10])=[CH:8][NH:7][N:6]=1)=[O:4]. (4) The reactants are C[O:2][C:3](=O)[C:4]([N:7]1[CH2:12][CH2:11][CH:10]([S:13][C:14]2[C:15]([F:37])=[CH:16][C:17]3[O:26][CH2:25][CH2:24][N:23]4[C:19](=[N:20][C:21]([C:27]5[N:28]([CH:33]([CH3:35])[CH3:34])[N:29]=[C:30]([CH3:32])[N:31]=5)=[CH:22]4)[C:18]=3[CH:36]=2)[CH2:9][CH2:8]1)([CH3:6])[CH3:5].[H-].[H-].[H-].[H-].[Li+].[Al+3].CCOC(C)=O. The catalyst is C1COCC1. The product is [F:37][C:15]1[C:14]([S:13][CH:10]2[CH2:11][CH2:12][N:7]([C:4]([CH3:6])([CH3:5])[CH2:3][OH:2])[CH2:8][CH2:9]2)=[CH:36][C:18]2[C:19]3[N:23]([CH2:24][CH2:25][O:26][C:17]=2[CH:16]=1)[CH:22]=[C:21]([C:27]1[N:28]([CH:33]([CH3:35])[CH3:34])[N:29]=[C:30]([CH3:32])[N:31]=1)[N:20]=3. The yield is 0.730. (5) The reactants are [F:1][C:2]([F:19])([O:7][C:8]1[CH:13]=[CH:12][C:11]([C:14]2[O:15][CH:16]=[N:17][N:18]=2)=[CH:10][CH:9]=1)[C:3]([F:6])([F:5])[F:4].I[C:21]1[CH:30]=[CH:29][C:24]([C:25]([O:27][CH3:28])=[O:26])=[CH:23][CH:22]=1.N1C2C(=CC=C3C=2N=CC=C3)C=CC=1.C(=O)([O-])[O-].[Cs+].[Cs+]. The catalyst is CS(C)=O.O.[Cu]I. The product is [F:19][C:2]([F:1])([O:7][C:8]1[CH:9]=[CH:10][C:11]([C:14]2[O:15][C:16]([C:21]3[CH:30]=[CH:29][C:24]([C:25]([O:27][CH3:28])=[O:26])=[CH:23][CH:22]=3)=[N:17][N:18]=2)=[CH:12][CH:13]=1)[C:3]([F:6])([F:5])[F:4]. The yield is 0.330. (6) The reactants are B1(B2OC(C)(C)C(C)(C)O2)O[C:4](C)([CH3:6])[C:3](C)([CH3:8])O1.C(OC([N:26]1[C:34]2[C:29](=CC(Br)=CC=2)[CH:28]=[C:27]1[C:36]1[CH:41]=[CH:40][C:39]([F:42])=[C:38]([CH3:43])[CH:37]=1)=O)(C)(C)C.C([O-])(=O)C.[K+].ClCCl.Br[C:53]1[N:57]([CH3:58])[N:56]=[C:55]([C:59]([NH:61][CH2:62][C:63]2[CH:71]=[CH:70][C:66]([C:67]([OH:69])=[O:68])=[CH:65][CH:64]=2)=[O:60])[CH:54]=1.C([O-])([O-])=O.[Na+].[Na+]. The catalyst is O1CCOCC1.CN(C)C=O.C(OCC)(=O)C. The product is [F:42][C:39]1[CH:40]=[CH:41][C:36]([C:27]2[NH:26][C:34]3[C:29]([CH:28]=2)=[CH:6][C:4]([C:53]2[N:57]([CH3:58])[N:56]=[C:55]([C:59]([NH:61][CH2:62][C:63]4[CH:71]=[CH:70][C:66]([C:67]([OH:69])=[O:68])=[CH:65][CH:64]=4)=[O:60])[CH:54]=2)=[CH:3][CH:8]=3)=[CH:37][C:38]=1[CH3:43]. The yield is 0.480. (7) The reactants are [F:1][C:2]1[CH:3]=[CH:4][C:5]([SH:11])=[C:6]([CH:10]=1)[C:7]([OH:9])=O.[C:12]([C:14]1[CH:19]=[CH:18][CH:17]=[CH:16][N:15]=1)#[N:13]. The yield is 0.0400. The product is [F:1][C:2]1[CH:3]=[CH:4][C:5]2[S:11][C:12]([C:14]3[CH:19]=[CH:18][CH:17]=[CH:16][N:15]=3)=[N:13][C:7](=[O:9])[C:6]=2[CH:10]=1. The catalyst is N1C=CC=CC=1.